Predict the product of the given reaction. From a dataset of Forward reaction prediction with 1.9M reactions from USPTO patents (1976-2016). Given the reactants [CH3:1][CH:2]([C@@:4]12[C@@H:19]([OH:20])[C@:18]34[O:21][C@H:17]3[CH2:16][C@@H:15]3[C@:10]([CH3:27])([CH2:11][C@H:12](O)[C:13]5[C:24](=[O:25])[O:23][CH2:22][C:14]=53)[C@:8]34[O:9][C@H:7]3[C@@H:5]1[O:6]2)[CH3:3].C(#N)C.[OH2:31], predict the reaction product. The product is: [CH3:3][CH:2]([C@@:4]1([OH:31])[C@@H:19]([OH:20])[C@:18]23[O:21][C@H:17]2[CH2:16][C@@H:15]2[C@:10]([CH3:27])([CH2:11][CH2:12][C:13]4[C:24](=[O:25])[O:23][CH2:22][C:14]=42)[C@:8]23[O:9][C@H:7]2[C@H:5]1[OH:6])[CH3:1].